This data is from Experimentally validated miRNA-target interactions with 360,000+ pairs, plus equal number of negative samples. The task is: Binary Classification. Given a miRNA mature sequence and a target amino acid sequence, predict their likelihood of interaction. The miRNA is cel-miR-65-5p with sequence UAUGACACUGAAGCGUAACCGAA. The protein sequence of the target gene is MVVSKMNKDAQMRAAINQKLIETGERERLKELLRAKLIECGWKDQLKAHCKEVIKEKGLEHVTVDDLVAEITPKGRALVPDSVKKELLQRIRTFLAQHASL. Result: 0 (no interaction).